Dataset: Catalyst prediction with 721,799 reactions and 888 catalyst types from USPTO. Task: Predict which catalyst facilitates the given reaction. (1) The catalyst class is: 6. Product: [OH:3][CH:4]1[CH2:13][CH2:12][C:11]2[C:6](=[CH:7][C:8]([O:14][CH3:15])=[CH:9][CH:10]=2)[O:5]1. Reactant: C([O:3][CH:4]1[CH2:13][CH2:12][C:11]2[C:6](=[CH:7][C:8]([O:14][CH3:15])=[CH:9][CH:10]=2)[O:5]1)C.C(#N)C.Cl.[OH-].[Na+]. (2) Reactant: [CH3:1][O:2][C:3]([C:5]1[CH:6]=[C:7]2[CH:13]=[C:12]([C:14]([C:21]3[CH:26]=[CH:25][C:24]([C:27]([CH3:36])([O:29][CH:30]4[CH2:35][CH2:34][CH2:33][CH2:32][O:31]4)[CH3:28])=[C:23]([F:37])[CH:22]=3)=[CH:15][CH:16]3[CH2:20][CH2:19][CH2:18][CH2:17]3)[NH:11][C:8]2=[N:9][CH:10]=1)=[O:4]. Product: [CH3:1][O:2][C:3]([C:5]1[CH:6]=[C:7]2[CH:13]=[C:12]([CH:14]([C:21]3[CH:26]=[CH:25][C:24]([C:27]([CH3:28])([O:29][CH:30]4[CH2:35][CH2:34][CH2:33][CH2:32][O:31]4)[CH3:36])=[C:23]([F:37])[CH:22]=3)[CH2:15][CH:16]3[CH2:17][CH2:18][CH2:19][CH2:20]3)[NH:11][C:8]2=[N:9][CH:10]=1)=[O:4]. The catalyst class is: 43. (3) Reactant: [N:1]1([C:7]2[CH:8]=[C:9]([CH:12]=[CH:13][N:14]=2)[C:10]#[N:11])[CH2:6][CH2:5][NH:4][CH2:3][CH2:2]1.C(O)(=O)C.[CH3:19][C:20]([CH3:22])=O.C(O[BH-](OC(=O)C)OC(=O)C)(=O)C.[Na+].[OH-].[Na+]. Product: [CH:20]([N:4]1[CH2:3][CH2:2][N:1]([C:7]2[CH:8]=[C:9]([CH:12]=[CH:13][N:14]=2)[C:10]#[N:11])[CH2:6][CH2:5]1)([CH3:22])[CH3:19]. The catalyst class is: 4. (4) Reactant: [Br:1][C:2]1[CH:3]=[C:4]([CH:15]=[CH:16][CH:17]=1)[CH2:5][NH:6][C:7]1[CH:12]=[CH:11][CH:10]=[CH:9][C:8]=1[CH2:13]O.OS(O)(=O)=O. Product: [Br:1][C:2]1[C:3]2[CH2:13][C:8]3[CH:9]=[CH:10][CH:11]=[CH:12][C:7]=3[NH:6][CH2:5][C:4]=2[CH:15]=[CH:16][CH:17]=1.[Br:1][C:2]1[CH:17]=[CH:16][C:15]2[CH2:13][C:8]3[CH:9]=[CH:10][CH:11]=[CH:12][C:7]=3[NH:6][CH2:5][C:4]=2[CH:3]=1. The catalyst class is: 2. (5) Reactant: [CH3:1][CH2:2][CH:3]([OH:6])[CH2:4][CH3:5].[H-].[Na+].Cl[CH2:10][C:11]([O-:13])=[O:12].[Na+].Cl. Product: [CH2:2]([CH:3]([O:6][CH2:10][C:11]([OH:13])=[O:12])[CH2:4][CH3:5])[CH3:1]. The catalyst class is: 30.